From a dataset of Forward reaction prediction with 1.9M reactions from USPTO patents (1976-2016). Predict the product of the given reaction. (1) Given the reactants [CH3:1]/[CH:2]=[CH:3]/C.[CH3:5]/[CH:6]=[CH:7]\[CH3:8].[CH2:9]=[CH:10][CH2:11][CH3:12].[CH2:13]=[CH:14]C, predict the reaction product. The product is: [CH3:1][CH2:2][CH3:3].[CH2:5]=[CH:6][CH2:7][CH2:8][CH3:9].[CH2:9]=[CH:10][CH2:11][CH2:12][CH2:13][CH3:14]. (2) Given the reactants [CH3:1][C:2]([O:5][C:6]([NH:8][C@@H:9]([C:13]([OH:15])=O)[CH:10]1[CH2:12][CH2:11]1)=[O:7])([CH3:4])[CH3:3].[NH:16]1[CH2:21][CH2:20][CH:19]([C:22]#[N:23])[CH2:18][CH2:17]1.CN(C(ON1N=NC2C=CC=NC1=2)=[N+](C)C)C.F[P-](F)(F)(F)(F)F.C(N(CC)C(C)C)(C)C, predict the reaction product. The product is: [C:2]([O:5][C:6](=[O:7])[NH:8][C@H:9]([CH:10]1[CH2:11][CH2:12]1)[C:13]([N:16]1[CH2:21][CH2:20][CH:19]([C:22]#[N:23])[CH2:18][CH2:17]1)=[O:15])([CH3:1])([CH3:3])[CH3:4]. (3) Given the reactants [CH3:1][C:2]1[S:6][C:5]2[CH:7]=[C:8]([O:11][C:12]3[CH:17]=[CH:16][N:15]=[C:14]4[CH:18]=[C:19]([C:21]5[N:22]([CH3:26])[CH:23]=[CH:24][N:25]=5)[S:20][C:13]=34)[CH:9]=[CH:10][C:4]=2[C:3]=1[C:27]([OH:29])=O.C([N:33](CC)[CH:34]([CH3:36])[CH3:35])(C)C.CN(C(ON1N=NC2C=CC=CC1=2)=[N+](C)C)C.F[P-](F)(F)(F)(F)F, predict the reaction product. The product is: [CH:34]1([NH:33][C:27]([C:3]2[C:4]3[CH:10]=[CH:9][C:8]([O:11][C:12]4[CH:17]=[CH:16][N:15]=[C:14]5[CH:18]=[C:19]([C:21]6[N:22]([CH3:26])[CH:23]=[CH:24][N:25]=6)[S:20][C:13]=45)=[CH:7][C:5]=3[S:6][C:2]=2[CH3:1])=[O:29])[CH2:36][CH2:35]1.